From a dataset of NCI-60 drug combinations with 297,098 pairs across 59 cell lines. Regression. Given two drug SMILES strings and cell line genomic features, predict the synergy score measuring deviation from expected non-interaction effect. (1) Drug 1: C1CC(=O)NC(=O)C1N2CC3=C(C2=O)C=CC=C3N. Drug 2: C1CN(CCN1C(=O)CCBr)C(=O)CCBr. Cell line: M14. Synergy scores: CSS=8.68, Synergy_ZIP=-0.800, Synergy_Bliss=3.70, Synergy_Loewe=-1.95, Synergy_HSA=-0.245. (2) Drug 1: C1CCC(C1)C(CC#N)N2C=C(C=N2)C3=C4C=CNC4=NC=N3. Drug 2: CC1C(C(CC(O1)OC2CC(OC(C2O)C)OC3=CC4=CC5=C(C(=O)C(C(C5)C(C(=O)C(C(C)O)O)OC)OC6CC(C(C(O6)C)O)OC7CC(C(C(O7)C)O)OC8CC(C(C(O8)C)O)(C)O)C(=C4C(=C3C)O)O)O)O. Cell line: HS 578T. Synergy scores: CSS=-0.509, Synergy_ZIP=23.3, Synergy_Bliss=22.4, Synergy_Loewe=15.7, Synergy_HSA=16.4.